From a dataset of Reaction yield outcomes from USPTO patents with 853,638 reactions. Predict the reaction yield, written as a fraction of the theoretical maximum amount of product (1.0 means a 100% yield; for example, 0.34 means a 34% yield). (1) The reactants are [Cl-].O[NH3+:3].[C:4](=[O:7])([O-])[OH:5].[Na+].CS(C)=O.[OH:13][CH2:14][CH2:15][N:16]1[CH2:21][CH2:20][CH:19]([N:22]2[C:27](=[O:28])[C:26]([CH2:29][C:30]3[CH:35]=[CH:34][C:33]([C:36]4[C:37]([C:42]#[N:43])=[CH:38][CH:39]=[CH:40][CH:41]=4)=[CH:32][CH:31]=3)=[C:25]([CH2:44][CH2:45][CH3:46])[N:24]3[N:47]=[CH:48][N:49]=[C:23]23)[CH2:18][CH2:17]1. The catalyst is C(OCC)(=O)C. The product is [OH:13][CH2:14][CH2:15][N:16]1[CH2:17][CH2:18][CH:19]([N:22]2[C:27](=[O:28])[C:26]([CH2:29][C:30]3[CH:35]=[CH:34][C:33]([C:36]4[CH:41]=[CH:40][CH:39]=[CH:38][C:37]=4[C:42]4[NH:3][C:4](=[O:7])[O:5][N:43]=4)=[CH:32][CH:31]=3)=[C:25]([CH2:44][CH2:45][CH3:46])[N:24]3[N:47]=[CH:48][N:49]=[C:23]23)[CH2:20][CH2:21]1. The yield is 0.230. (2) The reactants are [BH4-].[Na+].[C:3]1([S:9]([N:12]2[C:20]3[C:15](=[CH:16][C:17]([C:21](=O)[CH3:22])=[CH:18][CH:19]=3)[CH2:14][CH2:13]2)(=[O:11])=[O:10])[CH:8]=[CH:7][CH:6]=[CH:5][CH:4]=1.O.[OH-].[Na+]. The catalyst is C(O)(C(F)(F)F)=O. The product is [CH2:21]([C:17]1[CH:16]=[C:15]2[C:20](=[CH:19][CH:18]=1)[N:12]([S:9]([C:3]1[CH:8]=[CH:7][CH:6]=[CH:5][CH:4]=1)(=[O:11])=[O:10])[CH2:13][CH2:14]2)[CH3:22]. The yield is 0.470. (3) The reactants are [Cl:1][C:2]1[CH:7]=[CH:6][CH:5]=[CH:4][C:3]=1[N:8]1[CH:12]=[C:11]([C:13](OC)=[O:14])[C:10]([CH3:17])=[N:9]1.[H-].[Al+3].[Li+].[H-].[H-].[H-]. The catalyst is O1CCCC1.C1(C)C=CC=CC=1.[O-2].[O-2].[Mn+4]. The product is [Cl:1][C:2]1[CH:7]=[CH:6][CH:5]=[CH:4][C:3]=1[N:8]1[CH:12]=[C:11]([CH:13]=[O:14])[C:10]([CH3:17])=[N:9]1. The yield is 0.150. (4) The reactants are [CH3:1][C:2]1[CH:7]=[CH:6][N:5]=[CH:4][CH:3]=1.[Br-:8].[Br:9][CH2:10][CH2:11][CH2:12][N+:13]([CH2:18][CH3:19])([CH2:16][CH3:17])[CH2:14][CH3:15]. The catalyst is CN(C=O)C. The product is [Br-:9].[Br-:8].[CH2:14]([N+:13]([CH2:18][CH3:19])([CH2:16][CH3:17])[CH2:12][CH2:11][CH2:10][N+:5]1[CH:6]=[CH:7][C:2]([CH3:1])=[CH:3][CH:4]=1)[CH3:15]. The yield is 0.570. (5) The reactants are C(OC([N:8]1[CH2:13][C@@H:12]2[CH2:14][C@H:9]1[CH2:10][N:11]2[C:15]1[CH:20]=[CH:19][C:18]([C:21]2[N:26]3[N:27]=[C:28]([C:39]4[CH:44]=[CH:43][N:42]=[CH:41][CH:40]=4)[C:29]([C:30]4[CH:38]=[CH:37][CH:36]=[C:35]5[C:31]=4[CH:32]=[N:33][NH:34]5)=[C:25]3[N:24]=[CH:23][CH:22]=2)=[C:17]([Cl:45])[CH:16]=1)=O)(C)(C)C.[ClH:46]. The catalyst is CO. The product is [ClH:45].[ClH:46].[Cl:45][C:17]1[CH:16]=[C:15]([N:11]2[CH2:10][C@@H:9]3[CH2:14][C@H:12]2[CH2:13][NH:8]3)[CH:20]=[CH:19][C:18]=1[C:21]1[N:26]2[N:27]=[C:28]([C:39]3[CH:40]=[CH:41][N:42]=[CH:43][CH:44]=3)[C:29]([C:30]3[CH:38]=[CH:37][CH:36]=[C:35]4[C:31]=3[CH:32]=[N:33][NH:34]4)=[C:25]2[N:24]=[CH:23][CH:22]=1. The yield is 0.820. (6) The reactants are C([C@H]1CC[C@H](OC2C(C(F)(F)F)=C3C(=CC=2)C=C(C([N+]([O-])=O)CCC(O)=O)C=C3)CC1)(C)(C)C.[C:35]([C@H:39]1[CH2:44][CH2:43][C@H:42]([O:45][C:46]2[CH:47]=[C:48]3[C:53](=[CH:54][CH:55]=2)[CH:52]=[C:51]([C:56]([N+:64]([O-:66])=[O:65])([CH3:63])[CH2:57][CH2:58][C:59]([O:61]C)=[O:60])[CH:50]=[CH:49]3)[CH2:41][CH2:40]1)([CH3:38])([CH3:37])[CH3:36]. No catalyst specified. The product is [C:35]([C@H:39]1[CH2:40][CH2:41][C@H:42]([O:45][C:46]2[CH:47]=[C:48]3[C:53](=[CH:54][CH:55]=2)[CH:52]=[C:51]([C:56]([N+:64]([O-:66])=[O:65])([CH3:63])[CH2:57][CH2:58][C:59]([OH:61])=[O:60])[CH:50]=[CH:49]3)[CH2:43][CH2:44]1)([CH3:38])([CH3:36])[CH3:37]. The yield is 0.960.